This data is from Full USPTO retrosynthesis dataset with 1.9M reactions from patents (1976-2016). The task is: Predict the reactants needed to synthesize the given product. (1) Given the product [OH:26][CH2:25][C:2]([CH3:33])([CH3:1])[CH2:3][CH2:4][CH2:5][CH2:6][O:7][C:8](=[O:24])[CH2:9][CH2:10][CH2:11][CH2:12][C:13]([CH3:22])([CH3:23])[CH2:14][OH:15], predict the reactants needed to synthesize it. The reactants are: [CH3:1][C:2]([CH3:33])([CH2:25][O:26]C1CCCCO1)[CH2:3][CH2:4][CH2:5][CH2:6][O:7][C:8](=[O:24])[CH2:9][CH2:10][CH2:11][CH2:12][C:13]([CH3:23])([CH3:22])[CH2:14][O:15]C1CCCCO1. (2) Given the product [F:16][C:15]1[CH:14]=[C:13]([O:17][C@H:18]2[CH2:22][CH2:21][CH2:20][C@@H:19]2[C:23]2[NH:27][N:26]=[CH:25][CH:24]=2)[CH:12]=[C:11]([F:34])[C:10]=1[S:7]([NH:6][C:35]1[CH:40]=[CH:39][N:38]=[CH:37][N:36]=1)(=[O:8])=[O:9], predict the reactants needed to synthesize it. The reactants are: COC1C=C(OC)C=CC=1C[N:6]([C:35]1[CH:40]=[CH:39][N:38]=[CH:37][N:36]=1)[S:7]([C:10]1[C:15]([F:16])=[CH:14][C:13]([O:17][C@H:18]2[CH2:22][CH2:21][CH2:20][C@@H:19]2[C:23]2[N:27](C3CCCCO3)[N:26]=[CH:25][CH:24]=2)=[CH:12][C:11]=1[F:34])(=[O:9])=[O:8].C([SiH](CC)CC)C.FC(F)(F)C(O)=O. (3) Given the product [Cl:1][C:2]1[CH:3]=[CH:4][C:5]2[N:6]([C:8]([N+:11]([O-:13])=[O:12])=[CH:9][N:10]=2)[N:7]=1, predict the reactants needed to synthesize it. The reactants are: [Cl:1][C:2]1[CH:3]=[CH:4][C:5]2[N:6]([CH:8]=[CH:9][N:10]=2)[N:7]=1.[N+:11]([O-])([OH:13])=[O:12].[OH-].[Na+]. (4) Given the product [Cl:18][CH2:19][C:20]([NH:17][CH2:1][CH2:2][CH2:3][CH2:4][CH2:5][CH2:6][CH2:7][CH2:8][CH2:9][CH2:10][CH2:11][CH2:12][CH2:13][CH2:14][CH2:15][CH3:16])=[O:21], predict the reactants needed to synthesize it. The reactants are: [CH2:1]([NH2:17])[CH2:2][CH2:3][CH2:4][CH2:5][CH2:6][CH2:7][CH2:8][CH2:9][CH2:10][CH2:11][CH2:12][CH2:13][CH2:14][CH2:15][CH3:16].[Cl:18][CH2:19][C:20](O[C:20](=[O:21])[CH2:19][Cl:18])=[O:21]. (5) The reactants are: Br[C:2]1[CH:11]=[C:10]2[C:5]([N:6]=[C:7]([C:12]3[CH:17]=[CH:16][C:15]([F:18])=[C:14]([F:19])[CH:13]=3)[CH:8]=[N:9]2)=[C:4]([C:20]([NH:22][CH2:23][C:24]([O:26]CC)=[O:25])=[O:21])[C:3]=1[OH:29].[C:30]([C:34]1[CH:39]=[CH:38][C:37](B(O)O)=[CH:36][CH:35]=1)([CH3:33])([CH3:32])[CH3:31].C(=O)([O-])[O-].[K+].[K+].[OH-].[Na+]. Given the product [F:19][C:14]1[CH:13]=[C:12]([C:7]2[CH:8]=[N:9][C:10]3[C:5]([N:6]=2)=[C:4]([C:20]([NH:22][CH2:23][C:24]([OH:26])=[O:25])=[O:21])[C:3]([OH:29])=[C:2]([C:37]2[CH:38]=[CH:39][C:34]([C:30]([CH3:33])([CH3:32])[CH3:31])=[CH:35][CH:36]=2)[CH:11]=3)[CH:17]=[CH:16][C:15]=1[F:18], predict the reactants needed to synthesize it. (6) Given the product [CH3:1][C:2]([CH3:7])([CH3:6])[C:3]([NH:29][CH2:30][C:31]1([C:36]2[CH:37]=[CH:38][C:39]([NH:42][C:43](=[O:54])[C:44]3[CH:49]=[CH:48][C:47]([O:50][CH3:51])=[C:46]([O:52][CH3:53])[CH:45]=3)=[CH:40][CH:41]=2)[CH2:32][CH2:33][CH2:34][CH2:35]1)=[O:4], predict the reactants needed to synthesize it. The reactants are: [CH3:1][C:2]([CH3:7])([CH3:6])[C:3](O)=[O:4].C1C=CC2N(O)N=NC=2C=1.C(Cl)CCl.CN1CCOCC1.[NH2:29][CH2:30][C:31]1([C:36]2[CH:41]=[CH:40][C:39]([NH:42][C:43](=[O:54])[C:44]3[CH:49]=[CH:48][C:47]([O:50][CH3:51])=[C:46]([O:52][CH3:53])[CH:45]=3)=[CH:38][CH:37]=2)[CH2:35][CH2:34][CH2:33][CH2:32]1. (7) Given the product [Cl:3][C:4]([Cl:8])=[CH:5][CH2:6][Cl:7].[Cl:3][C:4]([Cl:9])([Cl:8])[CH:5]([Cl:1])[CH2:6][Cl:7].[Cl:9][C:4]([Cl:8])=[C:5]([Cl:1])[CH2:6][Cl:7], predict the reactants needed to synthesize it. The reactants are: [Cl:1]Cl.[Cl:3][C:4]([Cl:9])([Cl:8])[CH2:5][CH2:6][Cl:7]. (8) The reactants are: CON(C)[C:4]([CH:6]1[CH:10]([C:11]2[CH:16]=[CH:15][C:14]([Cl:17])=[C:13]([Cl:18])[CH:12]=2)[CH2:9][N:8]([CH2:19][C:20]2[CH:25]=[CH:24][CH:23]=[CH:22][CH:21]=2)[CH2:7]1)=[O:5].[CH2:27]([Li])[CH3:28]. Given the product [CH2:19]([N:8]1[CH2:9][CH:10]([C:11]2[CH:16]=[CH:15][C:14]([Cl:17])=[C:13]([Cl:18])[CH:12]=2)[CH:6]([C:4](=[O:5])[CH2:27][CH3:28])[CH2:7]1)[C:20]1[CH:25]=[CH:24][CH:23]=[CH:22][CH:21]=1, predict the reactants needed to synthesize it. (9) Given the product [OH:1][C@@H:2]1[CH:6]=[CH:5][C@H:4]([O:7][CH:20]([CH2:21][CH3:22])[C:18]([OH:17])=[O:19])[CH2:3]1, predict the reactants needed to synthesize it. The reactants are: [OH:1][C@H:2]1[CH:6]=[CH:5][C@@H:4]([O:7][Si](C(C)(C)C)(C)C)[CH2:3]1.CC[O:17][C:18]([CH3:20])=[O:19].[CH3:21][CH2:22]CCCC.